Dataset: Forward reaction prediction with 1.9M reactions from USPTO patents (1976-2016). Task: Predict the product of the given reaction. (1) Given the reactants [O:1]=[C:2]1[CH2:21][N:5]2[CH2:6][C@@H:7]([C:17]([O:19][CH3:20])=[O:18])[N:8]([C:10]([O:12][C:13]([CH3:16])([CH3:15])[CH3:14])=[O:11])[CH2:9][C@H:4]2[CH2:3]1.[Cl-].[NH4+].O1CCC[CH2:25]1, predict the reaction product. The product is: [OH:1][C@@:2]1([CH3:25])[CH2:21][N:5]2[CH2:6][C@@H:7]([C:17]([O:19][CH3:20])=[O:18])[N:8]([C:10]([O:12][C:13]([CH3:14])([CH3:15])[CH3:16])=[O:11])[CH2:9][C@H:4]2[CH2:3]1. (2) The product is: [Cl:1][C:2]1[C:7](=[O:24])[NH:6][C:5]([C:9]2[C:13]([CH3:14])=[C:12]([S:15]([CH3:18])(=[O:17])=[O:16])[N:11]([CH3:19])[N:10]=2)=[C:4]([F:20])[CH:3]=1. Given the reactants [Cl:1][C:2]1[CH:3]=[C:4]([F:20])[C:5]([C:9]2[C:13]([CH3:14])=[C:12]([S:15]([CH3:18])(=[O:17])=[O:16])[N:11]([CH3:19])[N:10]=2)=[N+:6]([O-])[CH:7]=1.FC(F)(F)C(OC(=O)C(F)(F)F)=[O:24], predict the reaction product. (3) Given the reactants [CH3:1][O:2][CH:3]1[CH2:12][CH2:11][C:10]2[CH:9]=[C:8]([CH2:13][O:14][C:15]3[CH:20]=[CH:19][C:18]([C@@H:21]([C:27]4[N:31]([CH3:32])[CH:30]=[N:29][N:28]=4)[CH2:22][C:23]([O:25]C)=[O:24])=[CH:17][CH:16]=3)[CH:7]=[CH:6][C:5]=2[CH2:4]1.[OH-].[Na+].Cl, predict the reaction product. The product is: [CH3:1][O:2][CH:3]1[CH2:12][CH2:11][C:10]2[CH:9]=[C:8]([CH2:13][O:14][C:15]3[CH:20]=[CH:19][C:18]([C@@H:21]([C:27]4[N:31]([CH3:32])[CH:30]=[N:29][N:28]=4)[CH2:22][C:23]([OH:25])=[O:24])=[CH:17][CH:16]=3)[CH:7]=[CH:6][C:5]=2[CH2:4]1. (4) The product is: [O:4]1[C:8]2([CH2:13][CH2:12][CH2:11][CH2:10][CH2:9]2)[N:1]([CH2:5][CH2:6][OH:7])[CH2:2][CH2:3]1. Given the reactants [NH:1]([CH2:5][CH2:6][OH:7])[CH2:2][CH2:3][OH:4].[C:8]1(=O)[CH2:13][CH2:12][CH2:11][CH2:10][CH2:9]1.C(=O)([O-])[O-].[K+].[K+], predict the reaction product. (5) Given the reactants [CH2:1]([N:3]1[CH:7]=[C:6](B2OC(C)(C)C(C)(C)O2)[CH:5]=[N:4]1)[CH3:2].[NH:17]1[CH2:23][CH2:22][CH2:21][CH:20]([NH:24]C(=O)OC(C)(C)C)[CH2:19][CH2:18]1, predict the reaction product. The product is: [CH2:1]([N:3]1[CH:7]=[C:6]([C:18]2[N:17]=[CH:23][C:6]3[CH:5]=[N:4][N:3]([C:1]4[N:24]=[C:20]([N:17]5[CH2:23][CH2:22][CH2:21][CH:20]([NH2:24])[CH2:19][CH2:18]5)[CH:21]=[CH:22][CH:2]=4)[C:7]=3[CH:19]=2)[CH:5]=[N:4]1)[CH3:2].